Dataset: Forward reaction prediction with 1.9M reactions from USPTO patents (1976-2016). Task: Predict the product of the given reaction. (1) The product is: [NH2:21][C:18]1[CH:19]=[CH:20][C:15]([N:12]2[CH:13]=[CH:14][C:9]([O:8][CH2:1][C:2]3[CH:3]=[CH:4][CH:5]=[CH:6][CH:7]=3)=[CH:10][C:11]2=[O:26])=[CH:16][C:17]=1[NH:24][CH3:25]. Given the reactants [CH2:1]([O:8][C:9]1[CH:14]=[CH:13][N:12]([C:15]2[CH:20]=[CH:19][C:18]([N+:21]([O-])=O)=[C:17]([NH:24][CH3:25])[CH:16]=2)[C:11](=[O:26])[CH:10]=1)[C:2]1[CH:7]=[CH:6][CH:5]=[CH:4][CH:3]=1, predict the reaction product. (2) Given the reactants N1C=CC=CC=1.[Cl:7][C:8]1[N:16]=[CH:15][N:14]=[C:13]2[C:9]=1[N:10]=[CH:11][N:12]2[C@@H:17]1[CH2:21][C@H:20]([OH:22])[CH:19]=[CH:18]1.Cl[C:24]([O:26][CH2:27][CH3:28])=[O:25], predict the reaction product. The product is: [CH2:27]([O:26][C:24](=[O:25])[O:22][C@H:20]1[CH2:21][C@@H:17]([N:12]2[CH:11]=[N:10][C:9]3[C:13]2=[N:14][CH:15]=[N:16][C:8]=3[Cl:7])[CH:18]=[CH:19]1)[CH3:28]. (3) Given the reactants CON(C)[C:4]([CH:6]1[CH2:9][CH:8]([CH2:10][C:11]([CH3:14])([CH3:13])[CH3:12])[CH2:7]1)=[O:5].[H-].C([Al+]CC(C)C)C(C)C.S(=O)(=O)(O)O, predict the reaction product. The product is: [CH3:12][C:11]([CH3:14])([CH3:13])[CH2:10][CH:8]1[CH2:7][CH:6]([CH:4]=[O:5])[CH2:9]1. (4) Given the reactants Br[C:2]1[CH:7]=[C:6]([S:8]([CH3:11])(=[O:10])=[O:9])[CH:5]=[C:4]([O:12][CH2:13][C:14]2[CH:19]=[CH:18][C:17]([O:20][CH3:21])=[CH:16][CH:15]=2)[CH:3]=1.[CH3:22][N:23]1[CH:28]=[C:27](B2OC(C)(C)C(C)(C)O2)[CH:26]=[C:25]([CH3:38])[C:24]1=[O:39].[O-]P([O-])([O-])=O.[K+].[K+].[K+], predict the reaction product. The product is: [CH3:21][O:20][C:17]1[CH:18]=[CH:19][C:14]([CH2:13][O:12][C:4]2[CH:3]=[C:2]([C:27]3[CH:26]=[C:25]([CH3:38])[C:24](=[O:39])[N:23]([CH3:22])[CH:28]=3)[CH:7]=[C:6]([S:8]([CH3:11])(=[O:10])=[O:9])[CH:5]=2)=[CH:15][CH:16]=1. (5) Given the reactants [C:1]([O:5][C:6]([N:8]1[C:16]2[CH:15]=[C:14]([CH:17]([OH:21])[CH:18]([CH3:20])[CH3:19])[N:13]=[CH:12][C:11]=2[C:10]([CH3:23])([CH3:22])[CH2:9]1)=[O:7])([CH3:4])([CH3:3])[CH3:2], predict the reaction product. The product is: [C:1]([O:5][C:6]([N:8]1[C:16]2[CH:15]=[C:14]([C:17](=[O:21])[CH:18]([CH3:19])[CH3:20])[N:13]=[CH:12][C:11]=2[C:10]([CH3:22])([CH3:23])[CH2:9]1)=[O:7])([CH3:4])([CH3:3])[CH3:2]. (6) Given the reactants Cl[C:2]1[N:7]=[CH:6][C:5]2[N:8]=[CH:9][N:10]([CH2:11][CH3:12])[C:4]=2[CH:3]=1.[CH2:13]([C:15]1[CH:21]=[CH:20][CH:19]=[CH:18][C:16]=1[NH2:17])[CH3:14].C(=O)([O-])[O-].[Cs+].[Cs+], predict the reaction product. The product is: [CH2:11]([N:10]1[C:4]2[CH:3]=[C:2]([NH:17][C:16]3[CH:18]=[CH:19][CH:20]=[CH:21][C:15]=3[CH2:13][CH3:14])[N:7]=[CH:6][C:5]=2[N:8]=[CH:9]1)[CH3:12]. (7) The product is: [Cl:16][C:17]1[C:24]([F:25])=[CH:23][C:20]([C:21]#[N:22])=[C:19]([CH:18]=1)[O:1][CH:2]([CH2:14][CH3:15])[CH2:3][CH2:4][N:5]([CH3:13])[C:6](=[O:12])[O:7][C:8]([CH3:10])([CH3:11])[CH3:9]. Given the reactants [OH:1][CH:2]([CH2:14][CH3:15])[CH2:3][CH2:4][N:5]([CH3:13])[C:6](=[O:12])[O:7][C:8]([CH3:11])([CH3:10])[CH3:9].[Cl:16][C:17]1[C:24]([F:25])=[CH:23][C:20]([C:21]#[N:22])=[C:19](F)[CH:18]=1, predict the reaction product.